Dataset: Forward reaction prediction with 1.9M reactions from USPTO patents (1976-2016). Task: Predict the product of the given reaction. (1) Given the reactants [Si]([O:8][CH:9]1[CH2:18][C:17]2[CH:16]=[C:15]([C:19]([O:21][CH3:22])=[O:20])[CH:14]=[CH:13][C:12]=2[CH2:11][CH2:10]1)(C(C)(C)C)(C)C.[F-].C([N+](CCCC)(CCCC)CCCC)CCC, predict the reaction product. The product is: [OH:8][CH:9]1[CH2:18][C:17]2[CH:16]=[C:15]([C:19]([O:21][CH3:22])=[O:20])[CH:14]=[CH:13][C:12]=2[CH2:11][CH2:10]1. (2) Given the reactants [CH:1]1([CH:7]([NH:18][C:19]2[CH:24]=[CH:23][C:22]([C:25]([N:27]([CH3:35])[CH2:28][CH2:29][C:30]([O:32]CC)=[O:31])=[O:26])=[CH:21][CH:20]=2)[C:8]2[S:16][C:15]3[C:10](=[N:11][CH:12]=[CH:13][CH:14]=3)[C:9]=2[CH3:17])[CH2:6][CH2:5][CH2:4][CH2:3][CH2:2]1.O1CCCC1.[OH-].[Na+], predict the reaction product. The product is: [CH:1]1([CH:7]([NH:18][C:19]2[CH:20]=[CH:21][C:22]([C:25]([N:27]([CH3:35])[CH2:28][CH2:29][C:30]([OH:32])=[O:31])=[O:26])=[CH:23][CH:24]=2)[C:8]2[S:16][C:15]3[C:10](=[N:11][CH:12]=[CH:13][CH:14]=3)[C:9]=2[CH3:17])[CH2:6][CH2:5][CH2:4][CH2:3][CH2:2]1. (3) Given the reactants [NH2:1][C:2]1[N:7]=[C:6](Cl)[N:5]=[C:4]([C:9]([F:12])([CH3:11])[CH3:10])[N:3]=1.C(=O)([O-])[O-].[K+].[K+].[C:19]1([O:25][CH2:26][CH:27]([NH2:32])[CH:28]2[CH2:31][CH2:30][CH2:29]2)[CH:24]=[CH:23][CH:22]=[CH:21][CH:20]=1, predict the reaction product. The product is: [NH2:1][C:2]1[N:3]=[C:4]([C:9]([F:12])([CH3:11])[CH3:10])[N:5]=[C:6]([NH:32][CH:27]([CH:28]2[CH2:31][CH2:30][CH2:29]2)[CH2:26][O:25][C:19]2[CH:20]=[CH:21][CH:22]=[CH:23][CH:24]=2)[N:7]=1. (4) Given the reactants N1C=CN=C1.O[CH2:7][C@@H:8]([CH3:21])[CH2:9][N:10]1[C:19]2[C:14](=[CH:15][CH:16]=[CH:17][CH:18]=2)[CH:13]=[CH:12][C:11]1=[O:20].C1C=CC(P(C2C=CC=CC=2)C2C=CC=CC=2)=CC=1.[I:41]I, predict the reaction product. The product is: [I:41][CH2:7][C@@H:8]([CH3:21])[CH2:9][N:10]1[C:19]2[C:14](=[CH:15][CH:16]=[CH:17][CH:18]=2)[CH:13]=[CH:12][C:11]1=[O:20]. (5) Given the reactants [H-].[Na+].[NH2:3][C:4]1[CH:9]=[CH:8][C:7]([C:10](=[O:12])[CH3:11])=[CH:6][CH:5]=1.[Br:13][CH2:14][CH2:15]Br.O, predict the reaction product. The product is: [Br:13][CH2:14][CH2:15][NH:3][C:4]1[CH:9]=[CH:8][C:7]([C:10](=[O:12])[CH3:11])=[CH:6][CH:5]=1. (6) Given the reactants [Br:1][C:2]1[C:3]([OH:19])=[N:4][N:5]2[C:10]=1[C:9]([CH3:11])=[N:8][N:7]=[C:6]2[C:12]1[CH:17]=[CH:16][CH:15]=[CH:14][C:13]=1[F:18].C(=O)([O-])[O-].[Cs+].[Cs+].Cl.Cl[CH2:28][C:29]1[N:33]([CH3:34])[N:32]=[CH:31][N:30]=1, predict the reaction product. The product is: [Br:1][C:2]1[C:3]([O:19][CH2:28][C:29]2[N:33]([CH3:34])[N:32]=[CH:31][N:30]=2)=[N:4][N:5]2[C:10]=1[C:9]([CH3:11])=[N:8][N:7]=[C:6]2[C:12]1[CH:17]=[CH:16][CH:15]=[CH:14][C:13]=1[F:18]. (7) Given the reactants F[C:2]1[CH:7]=[CH:6][C:5]([N+:8]([O-:10])=[O:9])=[CH:4][CH:3]=1.[F:11][C:12]([F:16])([F:15])[CH2:13][OH:14].C(=O)([O-])[O-].[K+].[K+], predict the reaction product. The product is: [N+:8]([C:5]1[CH:6]=[CH:7][C:2]([O:14][CH2:13][C:12]([F:16])([F:15])[F:11])=[CH:3][CH:4]=1)([O-:10])=[O:9]. (8) Given the reactants [CH:1]1([C:8]([OH:10])=[O:9])[CH2:7][CH2:6][CH2:5][CH2:4][CH2:3][CH2:2]1.[CH3:11]O.S(=O)(=O)(O)O, predict the reaction product. The product is: [CH3:11][O:9][C:8]([CH:1]1[CH2:7][CH2:6][CH2:5][CH2:4][CH2:3][CH2:2]1)=[O:10]. (9) Given the reactants [NH2:1][CH2:2][C@@H:3]1[CH2:6][C@H:5]([N:7]2[C:11]3[N:12]=[CH:13][N:14]=[C:15]([NH2:16])[C:10]=3[C:9]([C:17]3[CH:22]=[CH:21][CH:20]=[C:19]([O:23][CH2:24][C:25]4[CH:30]=[CH:29][CH:28]=[CH:27][CH:26]=4)[CH:18]=3)=[CH:8]2)[CH2:4]1.[CH3:31][O:32][C:33]1[CH:42]=[CH:41][C:36]([CH2:37][N:38]=[C:39]=[O:40])=[CH:35][CH:34]=1, predict the reaction product. The product is: [NH2:16][C:15]1[C:10]2[C:9]([C:17]3[CH:22]=[CH:21][CH:20]=[C:19]([O:23][CH2:24][C:25]4[CH:30]=[CH:29][CH:28]=[CH:27][CH:26]=4)[CH:18]=3)=[CH:8][N:7]([C@@H:5]3[CH2:4][C@H:3]([CH2:2][NH:1][C:39]([NH:38][CH2:37][C:36]4[CH:41]=[CH:42][C:33]([O:32][CH3:31])=[CH:34][CH:35]=4)=[O:40])[CH2:6]3)[C:11]=2[N:12]=[CH:13][N:14]=1. (10) Given the reactants [CH:1]([C:4]1[CH:5]=[C:6]([CH:9]=[C:10]([CH:14]([CH3:16])[CH3:15])[C:11]=1[O:12][CH3:13])[CH:7]=O)([CH3:3])[CH3:2].[F:17][C:18]1[CH:19]=[CH:20][CH:21]=[C:22]2[C:26]=1[NH:25][C:24](=[O:27])[CH2:23]2, predict the reaction product. The product is: [CH:1]([C:4]1[CH:5]=[C:6]([CH:9]=[C:10]([CH:14]([CH3:16])[CH3:15])[C:11]=1[O:12][CH3:13])[CH:7]=[C:23]1[C:22]2[C:26](=[C:18]([F:17])[CH:19]=[CH:20][CH:21]=2)[NH:25][C:24]1=[O:27])([CH3:3])[CH3:2].